Dataset: Forward reaction prediction with 1.9M reactions from USPTO patents (1976-2016). Task: Predict the product of the given reaction. (1) Given the reactants [CH3:1][O:2][C:3]1[N:8]=[CH:7][C:6]([NH2:9])=[CH:5][CH:4]=1.CCN(CC)CC.[C:17](Cl)(=[O:22])[C:18]([CH3:21])([CH3:20])[CH3:19], predict the reaction product. The product is: [CH3:1][O:2][C:3]1[N:8]=[CH:7][C:6]([NH:9][C:17](=[O:22])[C:18]([CH3:21])([CH3:20])[CH3:19])=[CH:5][CH:4]=1. (2) Given the reactants Cl[C:2]1[CH:7]=[N:6][CH:5]=[C:4]([Cl:8])[N:3]=1.[OH:9][CH:10]1[CH2:15][CH2:14][N:13]([C:16]([O:18][C:19]([CH3:22])([CH3:21])[CH3:20])=[O:17])[CH2:12][CH2:11]1, predict the reaction product. The product is: [Cl:8][C:4]1[N:3]=[C:2]([O:9][CH:10]2[CH2:11][CH2:12][N:13]([C:16]([O:18][C:19]([CH3:22])([CH3:21])[CH3:20])=[O:17])[CH2:14][CH2:15]2)[CH:7]=[N:6][CH:5]=1.